Dataset: Catalyst prediction with 721,799 reactions and 888 catalyst types from USPTO. Task: Predict which catalyst facilitates the given reaction. (1) Reactant: [CH3:1][NH:2][C:3]([C@@H:5]1[C@@H:9]([O:10][Si](C(C)(C)C)(C)C)[C@@H:8]([O:18][Si](C(C)(C)C)(C)C)[C@H:7]([N:26]2[CH:34]=[N:33][C:32]3[C:27]2=[N:28][C:29]([Cl:44])=[N:30][C:31]=3[NH:35][CH2:36][C:37]2[CH:42]=[CH:41][CH:40]=[C:39]([I:43])[CH:38]=2)[S:6]1)=[O:4].[F-].C([N+](CCCC)(CCCC)CCCC)CCC. Product: [CH3:1][NH:2][C:3]([C@@H:5]1[C@@H:9]([OH:10])[C@@H:8]([OH:18])[C@H:7]([N:26]2[CH:34]=[N:33][C:32]3[C:27]2=[N:28][C:29]([Cl:44])=[N:30][C:31]=3[NH:35][CH2:36][C:37]2[CH:42]=[CH:41][CH:40]=[C:39]([I:43])[CH:38]=2)[S:6]1)=[O:4]. The catalyst class is: 7. (2) Reactant: [CH2:1]([O:3][C:4]([C:6]1[O:10][C:9]([CH2:11][O:12][C:13]2[CH:18]=[CH:17][CH:16]=[CH:15][CH:14]=2)=[N:8][C:7]=1[CH2:19][CH:20]([NH:22]C(OCC1C=CC=CC=1)=O)[CH3:21])=[O:5])[CH3:2]. Product: [CH2:1]([O:3][C:4]([C:6]1[O:10][C:9]([CH2:11][O:12][C:13]2[CH:18]=[CH:17][CH:16]=[CH:15][CH:14]=2)=[N:8][C:7]=1[CH2:19][CH:20]([NH2:22])[CH3:21])=[O:5])[CH3:2]. The catalyst class is: 256. (3) Reactant: Br[C:2]1[CH:3]=[C:4]2[C:8](=[CH:9][CH:10]=1)[NH:7][CH:6]=[CH:5]2.[CH:11]1[C:16]([OH:17])=[CH:15][CH:14]=[C:13]([CH3:18])[CH:12]=1.C([O-])([O-])=O.[K+].[K+].CN(C=O)C. Product: [CH3:18][C:13]1[CH:12]=[CH:11][C:16]([O:17][C:2]2[CH:3]=[C:4]3[C:8](=[CH:9][CH:10]=2)[NH:7][CH:6]=[CH:5]3)=[CH:15][CH:14]=1. The catalyst class is: 6. (4) Reactant: [CH2:1]([O:3][C:4](=[O:15])[C:5](=O)[C:6]([CH:11]([CH3:13])[CH3:12])=[CH:7][N:8](C)C)C.Cl.[Cl:17][C:18]1[CH:23]=[CH:22][CH:21]=[C:20]([Cl:24])[C:19]=1[NH:25]N.Cl. Product: [CH3:1][O:3][C:4]([C:5]1[N:25]([C:19]2[C:18]([Cl:17])=[CH:23][CH:22]=[CH:21][C:20]=2[Cl:24])[N:8]=[CH:7][C:6]=1[CH:11]([CH3:13])[CH3:12])=[O:15]. The catalyst class is: 14. (5) Reactant: [O-]CC.[Na+].[F:5][C:6]1[CH:7]=[C:8]([CH:13]([C:19]([O:21][CH2:22][CH3:23])=[O:20])[C:14]([O:16][CH2:17][CH3:18])=[O:15])[CH:9]=[CH:10][C:11]=1[F:12].[C:24](#[N:27])[CH:25]=[CH2:26].[Cl-].[NH4+]. Product: [C:24]([CH2:25][CH2:26][C:13]([C:8]1[CH:9]=[CH:10][C:11]([F:12])=[C:6]([F:5])[CH:7]=1)([C:19]([O:21][CH2:22][CH3:23])=[O:20])[C:14]([O:16][CH2:17][CH3:18])=[O:15])#[N:27]. The catalyst class is: 107. (6) Reactant: Cl[CH:2]([C:6](=[O:8])[CH3:7])[C:3](=[O:5])[CH3:4].[C:9]([C:11]1[CH:16]=[CH:15][C:14]([OH:17])=[CH:13][CH:12]=1)#[N:10].C(=O)([O-])[O-].[Cs+].[Cs+]. Product: [C:3]([CH:2]([O:17][C:14]1[CH:15]=[CH:16][C:11]([C:9]#[N:10])=[CH:12][CH:13]=1)[C:6](=[O:8])[CH3:7])(=[O:5])[CH3:4]. The catalyst class is: 21. (7) Reactant: [CH3:1][CH2:2][CH2:3]Br.[CH3:5][O:6][C:7](=[O:23])[C@H:8]([CH2:17][C:18]1[N:22]=[CH:21][NH:20][CH:19]=1)[NH:9][C:10]([O:12][C:13]([CH3:16])([CH3:15])[CH3:14])=[O:11].C(=O)([O-])[O-].[K+].[K+]. Product: [C:13]([O:12][C:10]([NH:9][C@@H:8]([CH2:17][C:18]1[N:22]=[CH:21][N:20]([CH2:1][CH2:2][CH3:3])[CH:19]=1)[C:7]([O:6][CH3:5])=[O:23])=[O:11])([CH3:16])([CH3:14])[CH3:15]. The catalyst class is: 10. (8) Reactant: Br[C:2]1[CH:7]=[CH:6][C:5]([Br:8])=[CH:4][CH:3]=1.C([Li])CCC.[C:14]1([CH:20]2[C:29]3[C:24](=[CH:25][CH:26]=[CH:27][CH:28]=3)[C:22](=O)[O:21]2)[CH:19]=[CH:18][CH:17]=[CH:16][CH:15]=1.Cl. Product: [Br:8][C:5]1([C:22]2[O:21][C:20]([C:14]3[CH:19]=[CH:18][CH:17]=[CH:16][CH:15]=3)=[C:29]3[C:24]=2[CH:25]=[CH:26][CH:27]=[CH:28]3)[CH:6]=[CH:7][CH:2]=[CH:3][CH2:4]1. The catalyst class is: 134. (9) Reactant: Br[C:2]1[S:6][C:5]2[CH2:7][CH2:8][CH2:9][CH2:10][C:4]=2[C:3]=1[C:11]([NH:13][C:14]1[CH:19]=[CH:18][C:17]([F:20])=[CH:16][C:15]=1[SH:21])=[O:12].C(=O)([O-])[O-].[K+].[K+]. Product: [F:20][C:17]1[CH:18]=[CH:19][C:14]2[NH:13][C:11](=[O:12])[C:3]3[C:4]4[CH2:10][CH2:9][CH2:8][CH2:7][C:5]=4[S:6][C:2]=3[S:21][C:15]=2[CH:16]=1. The catalyst class is: 16. (10) Reactant: C1(S([N:10]2[C:14]3[CH:15]=[N:16][C:17]([C:21]#[N:22])=[C:18]([CH2:19][CH3:20])[C:13]=3[C:12]3[CH:23]=[CH:24][CH:25]=[N:26][C:11]2=3)(=O)=O)C=CC=CC=1.C(Cl)Cl.N. Product: [CH2:19]([C:18]1[C:13]2[C:12]3[CH:23]=[CH:24][CH:25]=[N:26][C:11]=3[NH:10][C:14]=2[CH:15]=[N:16][C:17]=1[C:21]#[N:22])[CH3:20]. The catalyst class is: 5.